This data is from Catalyst prediction with 721,799 reactions and 888 catalyst types from USPTO. The task is: Predict which catalyst facilitates the given reaction. (1) Product: [CH3:43][CH:42]([CH3:44])[C:41]([N:26]1[CH2:25][C:21]2([C:22]3[C:18](=[CH:17][C:16]([C:14]4[CH2:15][C:11]([C:5]5[CH:4]=[C:3]([Cl:2])[C:8]([Cl:9])=[C:7]([Cl:10])[CH:6]=5)([C:28]([F:30])([F:29])[F:31])[CH2:12][N:13]=4)=[CH:24][CH:23]=3)[CH2:19][O:20]2)[CH2:27]1)=[O:45]. The catalyst class is: 1. Reactant: Cl.[Cl:2][C:3]1[CH:4]=[C:5]([C:11]2([C:28]([F:31])([F:30])[F:29])[CH2:15][C:14]([C:16]3[CH:17]=[C:18]4[C:22](=[CH:23][CH:24]=3)[C:21]3([CH2:27][NH:26][CH2:25]3)[O:20][CH2:19]4)=[N:13][CH2:12]2)[CH:6]=[C:7]([Cl:10])[C:8]=1[Cl:9].CCN(C(C)C)C(C)C.[C:41](O)(=[O:45])[CH:42]([CH3:44])[CH3:43].C(P1(=O)OP(CCC)(=O)OP(CCC)(=O)O1)CC. (2) Reactant: [CH:1]1([C:7]2[C:8]3[CH:9]=[CH:10][C:11]([C:28]([O:30][CH3:31])=[O:29])=[CH:12][C:13]=3[N:14]3[C:21]=2[C:20]2[CH:22]=[CH:23][CH:24]=[CH:25][C:19]=2[O:18][CH2:17][C@H:16]([NH:26][CH3:27])[CH2:15]3)[CH2:6][CH2:5][CH2:4][CH2:3][CH2:2]1.[C:32]([O:36][C:37]([NH:39][CH2:40][CH2:41][C:42]([OH:44])=O)=[O:38])([CH3:35])([CH3:34])[CH3:33].CN(C(ON1N=NC2C=CC=NC1=2)=[N+](C)C)C.F[P-](F)(F)(F)(F)F.CCN(C(C)C)C(C)C. Product: [C:32]([O:36][C:37]([NH:39][CH2:40][CH2:41][C:42]([N:26]([CH3:27])[C@@H:16]1[CH2:15][N:14]2[C:13]3[CH:12]=[C:11]([C:28]([O:30][CH3:31])=[O:29])[CH:10]=[CH:9][C:8]=3[C:7]([CH:1]3[CH2:6][CH2:5][CH2:4][CH2:3][CH2:2]3)=[C:21]2[C:20]2[CH:22]=[CH:23][CH:24]=[CH:25][C:19]=2[O:18][CH2:17]1)=[O:44])=[O:38])([CH3:33])([CH3:34])[CH3:35]. The catalyst class is: 91. (3) Reactant: [C:1]1([C:7](=[C:10]2[CH2:15][CH2:14][O:13][CH2:12][CH2:11]2)[C:8]#[N:9])[CH:6]=[CH:5][CH:4]=[CH:3][CH:2]=1.[ClH:16]. Product: [Cl-:16].[C:1]1([CH:7]([CH:10]2[CH2:15][CH2:14][O:13][CH2:12][CH2:11]2)[CH2:8][NH3+:9])[CH:2]=[CH:3][CH:4]=[CH:5][CH:6]=1. The catalyst class is: 29. (4) Reactant: C([N:8](CC1C=CC=CC=1)[C@H:9]1[CH2:14][CH2:13][C@H:12]([N:15]2[CH2:20][CH2:19][N:18]([C:21]3[CH:26]=[CH:25][CH:24]=[CH:23][CH:22]=3)[CH2:17][CH2:16]2)[CH2:11][CH2:10]1)C1C=CC=CC=1. Product: [C:21]1([N:18]2[CH2:17][CH2:16][N:15]([C@H:12]3[CH2:11][CH2:10][C@H:9]([NH2:8])[CH2:14][CH2:13]3)[CH2:20][CH2:19]2)[CH:26]=[CH:25][CH:24]=[CH:23][CH:22]=1. The catalyst class is: 19. (5) Reactant: [CH3:1][S:2]([C:5]1[CH:10]=[CH:9][C:8]([C:11]2[C:12]([C:20]3[CH:25]=[CH:24][C:23]([OH:26])=[CH:22][CH:21]=3)=[N:13][N:14]3[C:19]=2[CH:18]=[CH:17][CH:16]=[N:15]3)=[CH:7][CH:6]=1)(=[O:4])=[O:3].I[CH2:28][CH3:29].C(=O)([O-])[O-].[K+].[K+]. Product: [CH2:28]([O:26][C:23]1[CH:22]=[CH:21][C:20]([C:12]2[C:11]([C:8]3[CH:7]=[CH:6][C:5]([S:2]([CH3:1])(=[O:3])=[O:4])=[CH:10][CH:9]=3)=[C:19]3[N:14]([N:15]=[CH:16][CH:17]=[CH:18]3)[N:13]=2)=[CH:25][CH:24]=1)[CH3:29]. The catalyst class is: 10. (6) Reactant: [NH2:1][C:2]1[CH:3]=[C:4]2[C:13]3([CH2:17][O:16][C:15]([NH:18][C:19](=[O:25])[O:20][C:21]([CH3:24])([CH3:23])[CH3:22])=[N:14]3)[C:10]3([CH2:12][CH2:11]3)[CH2:9][O:8][C:5]2=[CH:6][CH:7]=1.[F:26][C:27]1[CH:28]=[CH:29][C:30]([C:33](O)=[O:34])=[N:31][CH:32]=1.Cl.CN(C)CCCN=C=NCC.ON1C2C=CC=CC=2N=N1.C(N(CC)C(C)C)(C)C. Product: [F:26][C:27]1[CH:28]=[CH:29][C:30]([C:33]([NH:1][C:2]2[CH:3]=[C:4]3[C:13]4([CH2:17][O:16][C:15]([NH:18][C:19](=[O:25])[O:20][C:21]([CH3:22])([CH3:24])[CH3:23])=[N:14]4)[C:10]4([CH2:11][CH2:12]4)[CH2:9][O:8][C:5]3=[CH:6][CH:7]=2)=[O:34])=[N:31][CH:32]=1. The catalyst class is: 2. (7) Reactant: [Br:1][CH2:2][C:3]1[CH:12]=[CH:11][C:6]([C:7]([O:9][CH3:10])=[O:8])=[CH:5][CH:4]=1.[CH:13]1[CH:18]=[CH:17][C:16]([P:19]([C:26]2[CH:31]=[CH:30][CH:29]=[CH:28][CH:27]=2)[C:20]2[CH:25]=[CH:24][CH:23]=[CH:22][CH:21]=2)=[CH:15][CH:14]=1. Product: [Br-:1].[CH3:10][O:9][C:7]([C:6]1[CH:11]=[CH:12][C:3]([CH2:2][P+:19]([C:20]2[CH:21]=[CH:22][CH:23]=[CH:24][CH:25]=2)([C:26]2[CH:31]=[CH:30][CH:29]=[CH:28][CH:27]=2)[C:16]2[CH:15]=[CH:14][CH:13]=[CH:18][CH:17]=2)=[CH:4][CH:5]=1)=[O:8]. The catalyst class is: 11.